The task is: Predict the product of the given reaction.. This data is from Forward reaction prediction with 1.9M reactions from USPTO patents (1976-2016). (1) Given the reactants [NH3:1].[Na].[Cl:3][C:4]1[CH:9]=[CH:8][C:7](Cl)=[CH:6][C:5]=1[O:11][CH3:12], predict the reaction product. The product is: [Cl:3][C:4]1[CH:9]=[CH:8][C:7]([NH2:1])=[CH:6][C:5]=1[O:11][CH3:12]. (2) Given the reactants [Br:1][C:2]1[CH:7]=[CH:6][C:5]([C:8]2[CH:12]=[CH:11][S:10][C:9]=2[C:13](O)=[O:14])=[CH:4][C:3]=1[O:16][CH3:17].C(N(CC)CC)C.C1(P([N:39]=[N+:40]=[N-:41])(C2C=CC=CC=2)=O)C=CC=CC=1, predict the reaction product. The product is: [Br:1][C:2]1[CH:7]=[CH:6][C:5]([C:8]2[CH:12]=[CH:11][S:10][C:9]=2[C:13]([N:39]=[N+:40]=[N-:41])=[O:14])=[CH:4][C:3]=1[O:16][CH3:17]. (3) Given the reactants [Cl:1][C:2]1[N:7]=[C:6]([C@@H:8]([NH:18]C(=O)C(F)(F)F)[CH2:9][C:10]2[CH:15]=[C:14]([F:16])[CH:13]=[C:12]([F:17])[CH:11]=2)[C:5]([C:25]2[CH:26]=[CH:27][C:28]([Cl:40])=[C:29]3[C:33]=2[N:32]([CH3:34])[N:31]=[C:30]3[NH:35][S:36]([CH3:39])(=[O:38])=[O:37])=[CH:4][CH:3]=1.[Li+].[OH-].Cl, predict the reaction product. The product is: [NH2:18][C@H:8]([C:6]1[C:5]([C:25]2[CH:26]=[CH:27][C:28]([Cl:40])=[C:29]3[C:33]=2[N:32]([CH3:34])[N:31]=[C:30]3[NH:35][S:36]([CH3:39])(=[O:37])=[O:38])=[CH:4][CH:3]=[C:2]([Cl:1])[N:7]=1)[CH2:9][C:10]1[CH:15]=[C:14]([F:16])[CH:13]=[C:12]([F:17])[CH:11]=1. (4) Given the reactants [Cl:1][C:2]1[CH:22]=[CH:21][CH:20]=[C:19]([Cl:23])[C:3]=1[C:4]([N:6]1[C:14]2[C:9](=[CH:10][C:11]([N+:15]([O-])=O)=[CH:12][CH:13]=2)[C:8]([CH3:18])=[CH:7]1)=[O:5].[NH4+].[Cl-], predict the reaction product. The product is: [NH2:15][C:11]1[CH:10]=[C:9]2[C:14](=[CH:13][CH:12]=1)[N:6]([C:4](=[O:5])[C:3]1[C:19]([Cl:23])=[CH:20][CH:21]=[CH:22][C:2]=1[Cl:1])[CH:7]=[C:8]2[CH3:18].